This data is from NCI-60 drug combinations with 297,098 pairs across 59 cell lines. The task is: Regression. Given two drug SMILES strings and cell line genomic features, predict the synergy score measuring deviation from expected non-interaction effect. (1) Drug 1: CC12CCC(CC1=CCC3C2CCC4(C3CC=C4C5=CN=CC=C5)C)O. Drug 2: CC1C(C(CC(O1)OC2CC(CC3=C2C(=C4C(=C3O)C(=O)C5=C(C4=O)C(=CC=C5)OC)O)(C(=O)C)O)N)O.Cl. Cell line: BT-549. Synergy scores: CSS=37.8, Synergy_ZIP=12.1, Synergy_Bliss=15.7, Synergy_Loewe=-1.29, Synergy_HSA=14.8. (2) Drug 1: CC1=C(C=C(C=C1)NC2=NC=CC(=N2)N(C)C3=CC4=NN(C(=C4C=C3)C)C)S(=O)(=O)N.Cl. Drug 2: C1CCC(C1)C(CC#N)N2C=C(C=N2)C3=C4C=CNC4=NC=N3. Cell line: SF-539. Synergy scores: CSS=16.6, Synergy_ZIP=-0.122, Synergy_Bliss=4.68, Synergy_Loewe=6.77, Synergy_HSA=7.57. (3) Synergy scores: CSS=47.1, Synergy_ZIP=7.04, Synergy_Bliss=9.04, Synergy_Loewe=6.66, Synergy_HSA=10.4. Drug 1: CC12CCC3C(C1CCC2NC(=O)OCC(F)(F)F)CCC4C3(C=CC(=O)N4C)C. Cell line: HT29. Drug 2: C1=C(C(=O)NC(=O)N1)F. (4) Drug 1: C1=CC(=CC=C1CCC2=CNC3=C2C(=O)NC(=N3)N)C(=O)NC(CCC(=O)O)C(=O)O. Drug 2: CCN(CC)CCCC(C)NC1=C2C=C(C=CC2=NC3=C1C=CC(=C3)Cl)OC. Cell line: SF-268. Synergy scores: CSS=21.6, Synergy_ZIP=-3.31, Synergy_Bliss=4.28, Synergy_Loewe=-1.50, Synergy_HSA=6.80. (5) Drug 1: C1CN1C2=NC(=NC(=N2)N3CC3)N4CC4. Drug 2: C1CCN(CC1)CCOC2=CC=C(C=C2)C(=O)C3=C(SC4=C3C=CC(=C4)O)C5=CC=C(C=C5)O. Cell line: HCC-2998. Synergy scores: CSS=14.4, Synergy_ZIP=-8.35, Synergy_Bliss=-6.89, Synergy_Loewe=-6.36, Synergy_HSA=-2.94. (6) Drug 1: CC1=C(C=C(C=C1)C(=O)NC2=CC(=CC(=C2)C(F)(F)F)N3C=C(N=C3)C)NC4=NC=CC(=N4)C5=CN=CC=C5. Drug 2: CCCCCOC(=O)NC1=NC(=O)N(C=C1F)C2C(C(C(O2)C)O)O. Cell line: NCI-H522. Synergy scores: CSS=-5.83, Synergy_ZIP=3.68, Synergy_Bliss=1.54, Synergy_Loewe=-6.58, Synergy_HSA=-6.23.